From a dataset of Forward reaction prediction with 1.9M reactions from USPTO patents (1976-2016). Predict the product of the given reaction. (1) Given the reactants [NH2:1][C:2]1[C:3]([C:12]([OH:14])=[O:13])=[CH:4][C:5]2[O:10][CH2:9][CH2:8][O:7][C:6]=2[CH:11]=1.[CH:15](=O)[CH:16]([CH3:18])[CH3:17].C(O)(=O)C.C(O[BH-](OC(=O)C)OC(=O)C)(=O)C.[Na+], predict the reaction product. The product is: [CH2:15]([NH:1][C:2]1[C:3]([C:12]([OH:14])=[O:13])=[CH:4][C:5]2[O:10][CH2:9][CH2:8][O:7][C:6]=2[CH:11]=1)[CH:16]([CH3:18])[CH3:17]. (2) Given the reactants Br[C:2]1[CH:27]=[CH:26][C:5]2[N:6]=[C:7]([C:9]3[N:13]([CH2:14][O:15][CH2:16][CH2:17][Si:18]([CH3:21])([CH3:20])[CH3:19])[C:12]4[CH:22]=[CH:23][CH:24]=[CH:25][C:11]=4[N:10]=3)[O:8][C:4]=2[CH:3]=1.[NH:28]1[C:36]2[C:31](=[CH:32][CH:33]=[C:34](B(O)O)[CH:35]=2)[CH:30]=[N:29]1.C(O)CCC.[F-].[Cs+], predict the reaction product. The product is: [NH:28]1[C:36]2[C:31](=[CH:32][CH:33]=[C:34]([C:2]3[CH:27]=[CH:26][C:5]4[N:6]=[C:7]([C:9]5[N:13]([CH2:14][O:15][CH2:16][CH2:17][Si:18]([CH3:20])([CH3:19])[CH3:21])[C:12]6[CH:22]=[CH:23][CH:24]=[CH:25][C:11]=6[N:10]=5)[O:8][C:4]=4[CH:3]=3)[CH:35]=2)[CH:30]=[N:29]1. (3) The product is: [CH2:1]([S:8]([C:9]1[N:14]=[C:13]([O:15][CH:16]([CH3:17])[CH3:18])[CH:12]=[C:11]([CH3:19])[N:10]=1)(=[O:25])=[O:31])[C:2]1[CH:3]=[CH:4][CH:5]=[CH:6][CH:7]=1. Given the reactants [CH2:1]([S:8][C:9]1[N:14]=[C:13]([O:15][CH:16]([CH3:18])[CH3:17])[CH:12]=[C:11]([CH3:19])[N:10]=1)[C:2]1[CH:7]=[CH:6][CH:5]=[CH:4][CH:3]=1.ClC1C=C(C=CC=1)C(OO)=[O:25].[OH2:31], predict the reaction product. (4) Given the reactants [CH2:1]([CH:8]([CH:20]1[CH2:25][CH2:24][CH2:23][CH2:22][NH:21]1)[CH2:9][NH:10][CH:11]1[CH2:19][C:18]2[C:13](=[CH:14][CH:15]=[CH:16][CH:17]=2)[CH2:12]1)[C:2]1[CH:7]=[CH:6][CH:5]=[CH:4][CH:3]=1.Br[C:27]1[S:28][CH:29]=[CH:30][N:31]=1.CC([O-])(C)C.[Na+], predict the reaction product. The product is: [CH2:1]([CH:8]([CH:20]1[CH2:25][CH2:24][CH2:23][CH2:22][NH:21]1)[CH2:9][N:10]([CH:11]1[CH2:19][C:18]2[C:13](=[CH:14][CH:15]=[CH:16][CH:17]=2)[CH2:12]1)[C:27]1[S:28][CH:29]=[CH:30][N:31]=1)[C:2]1[CH:3]=[CH:4][CH:5]=[CH:6][CH:7]=1. (5) Given the reactants [NH2:1][C:2]1([C:11]#[N:12])[CH2:7][CH2:6][N:5]([N:8]([CH3:10])[CH3:9])[CH2:4][CH2:3]1.C(N(CC)CC)C.[CH3:20][C:21]1[CH:26]=[C:25]([CH3:27])[CH:24]=[C:23]([CH3:28])[C:22]=1[CH2:29][C:30](Cl)=[O:31].C(=O)(O)[O-].[Na+], predict the reaction product. The product is: [C:11]([C:2]1([NH:1][C:30](=[O:31])[CH2:29][C:22]2[C:21]([CH3:20])=[CH:26][C:25]([CH3:27])=[CH:24][C:23]=2[CH3:28])[CH2:3][CH2:4][N:5]([N:8]([CH3:9])[CH3:10])[CH2:6][CH2:7]1)#[N:12]. (6) Given the reactants [I:1][C:2]1[C:10]2[C:5](=[N:6][C:7]([NH2:13])=[N:8][C:9]=2[O:11][CH3:12])[NH:4][N:3]=1.[OH-].[K+].Cl[CH:17]1[O:31][C@H:30]([CH2:32][O:33][C:34](C2C(C)=CC=CC=2)=[O:35])[C@@H:19]([O:20][C:21]([C:23]2[C:24](C)=[CH:25][CH:26]=[CH:27][CH:28]=2)=[O:22])[CH2:18]1.C(O[CH2:47][CH3:48])(=O)C.[CH3:49][CH2:50][CH2:51][CH2:52][CH2:53]C.[CH3:55]O, predict the reaction product. The product is: [NH2:13][C:7]1[N:6]=[C:5]2[N:4]([C@@H:17]3[O:31][C@H:30]([CH2:32][O:33][C:34](=[O:35])[C:51]4[CH:52]=[CH:53][C:47]([CH3:48])=[CH:49][CH:50]=4)[CH:19]([O:20][C:21]([C:23]4[CH:28]=[CH:27][C:26]([CH3:55])=[CH:25][CH:24]=4)=[O:22])[CH2:18]3)[N:3]=[C:2]([I:1])[C:10]2=[C:9]([O:11][CH3:12])[N:8]=1. (7) Given the reactants [Cl:1][C:2]1[C:11]2[NH:10][CH2:9][CH2:8][O:7][C:6]=2[CH:5]=[CH:4][C:3]=1[B:12]1[O:16][C:15]([CH3:18])([CH3:17])[C:14]([CH3:20])([CH3:19])[O:13]1.C([O-])([O-])=O.[K+].[K+].N#N.[CH2:29](Br)[CH:30]=[CH2:31], predict the reaction product. The product is: [CH2:31]([N:10]1[CH2:9][CH2:8][O:7][C:6]2[CH:5]=[CH:4][C:3]([B:12]3[O:16][C:15]([CH3:18])([CH3:17])[C:14]([CH3:20])([CH3:19])[O:13]3)=[C:2]([Cl:1])[C:11]1=2)[CH:30]=[CH2:29].